Dataset: Peptide-MHC class I binding affinity with 185,985 pairs from IEDB/IMGT. Task: Regression. Given a peptide amino acid sequence and an MHC pseudo amino acid sequence, predict their binding affinity value. This is MHC class I binding data. (1) The peptide sequence is ARRHRILDIYLE. The MHC is HLA-B27:05 with pseudo-sequence HLA-B27:05. The binding affinity (normalized) is 0.406. (2) The peptide sequence is KRFQPFQQF. The MHC is HLA-B15:01 with pseudo-sequence HLA-B15:01. The binding affinity (normalized) is 0.0847. (3) The peptide sequence is SIRCVKYLL. The MHC is HLA-A02:02 with pseudo-sequence HLA-A02:02. The binding affinity (normalized) is 0.568. (4) The binding affinity (normalized) is 0.510. The MHC is HLA-A11:01 with pseudo-sequence HLA-A11:01. The peptide sequence is IMFMLIFNVK. (5) The peptide sequence is APAKKAAAK. The MHC is HLA-A26:01 with pseudo-sequence HLA-A26:01. The binding affinity (normalized) is 0.0847. (6) The peptide sequence is YLKEACNHA. The MHC is HLA-A02:12 with pseudo-sequence HLA-A02:12. The binding affinity (normalized) is 0.635.